From a dataset of Full USPTO retrosynthesis dataset with 1.9M reactions from patents (1976-2016). Predict the reactants needed to synthesize the given product. (1) Given the product [OH:14][C:11]1([CH2:15][NH:16][C:17](=[O:21])[O:18][CH2:19][CH3:20])[CH2:12][CH2:13][NH:8][CH2:9][CH2:10]1, predict the reactants needed to synthesize it. The reactants are: C([N:8]1[CH2:13][CH2:12][C:11]([CH2:15][NH:16][C:17](=[O:21])[O:18][CH2:19][CH3:20])([OH:14])[CH2:10][CH2:9]1)C1C=CC=CC=1.C([O-])=O.[NH4+]. (2) Given the product [CH2:13]([O:12][C:10]([NH:1][CH:2]([CH:3]([OH:4])[CH3:5])[C:6]([OH:8])=[O:7])=[O:11])[C:14]1[CH:19]=[CH:18][CH:17]=[CH:16][CH:15]=1, predict the reactants needed to synthesize it. The reactants are: [NH2:1][C@@H:2]([C:6]([OH:8])=[O:7])[C@H:3]([CH3:5])[OH:4].Cl[C:10]([O:12][CH2:13][C:14]1[CH:19]=[CH:18][CH:17]=[CH:16][CH:15]=1)=[O:11].Cl. (3) The reactants are: [CH3:1][O:2][C:3]1[CH:4]=[C:5]([CH:9]=[C:10]([O:12][CH3:13])[CH:11]=1)[C:6](Cl)=[O:7].[NH2:14][C:15]1[CH:20]=[CH:19][C:18]([C:21](=[O:28])[CH2:22][CH2:23][C:24]([O:26]C)=[O:25])=[CH:17][CH:16]=1. Given the product [CH3:1][O:2][C:3]1[CH:4]=[C:5]([CH:9]=[C:10]([O:12][CH3:13])[CH:11]=1)[C:6]([NH:14][C:15]1[CH:16]=[CH:17][C:18]([C:21](=[O:28])[CH2:22][CH2:23][C:24]([OH:26])=[O:25])=[CH:19][CH:20]=1)=[O:7], predict the reactants needed to synthesize it. (4) Given the product [O:1]([C:8]1[CH:18]=[CH:17][C:16]([NH:19][C:20]2[C:21]3[NH:28][CH:27]=[CH:26][C:22]=3[N:23]=[CH:24][N:25]=2)=[CH:15][C:9]=1[C:10]([OH:12])=[O:11])[C:2]1[CH:3]=[CH:4][CH:5]=[CH:6][CH:7]=1, predict the reactants needed to synthesize it. The reactants are: [O:1]([C:8]1[CH:18]=[CH:17][C:16]([NH:19][C:20]2[C:21]3[NH:28][CH:27]=[CH:26][C:22]=3[N:23]=[CH:24][N:25]=2)=[CH:15][C:9]=1[C:10]([O:12]CC)=[O:11])[C:2]1[CH:7]=[CH:6][CH:5]=[CH:4][CH:3]=1.[OH-].[Na+].Cl. (5) Given the product [C:1]([C:3]1[CH:4]=[C:5]([CH:10]=[CH:11][C:12]=1[O:13][CH:14]([CH3:16])[CH3:15])[C:6]([OH:8])=[O:7])#[N:2], predict the reactants needed to synthesize it. The reactants are: [C:1]([C:3]1[CH:4]=[C:5]([CH:10]=[CH:11][C:12]=1[O:13][CH:14]([CH3:16])[CH3:15])[C:6]([O:8]C)=[O:7])#[N:2].[OH-].[K+]. (6) Given the product [CH3:50][C:26]1[CH:27]=[C:28]([O:31][C:32]2[CH:37]=[CH:36][CH:35]=[C:34]([O:38][C:39]3[CH:44]=[CH:43][C:42]([C:45]([F:47])([F:48])[F:46])=[CH:41][C:40]=3[C:6]3[CH:11]=[CH:10][CH:9]=[CH:8][N:7]=3)[CH:33]=2)[CH:29]=[CH:30][C:25]=1[CH2:24][CH2:23][C:22]([OH:51])=[O:21], predict the reactants needed to synthesize it. The reactants are: C([Sn](CCCC)(CCCC)[C:6]1[CH:11]=[CH:10][CH:9]=[CH:8][N:7]=1)CCC.C[O:21][C:22](=[O:51])[CH2:23][CH2:24][C:25]1[CH:30]=[CH:29][C:28]([O:31][C:32]2[CH:37]=[CH:36][CH:35]=[C:34]([O:38][C:39]3[CH:44]=[CH:43][C:42]([C:45]([F:48])([F:47])[F:46])=[CH:41][C:40]=3Br)[CH:33]=2)=[CH:27][C:26]=1[CH3:50]. (7) Given the product [CH3:41][C:31]([CH3:40])([CH2:32][O:33][CH:34]1[CH2:39][CH2:38][CH2:37][CH2:36][O:35]1)[C:30]#[C:29][C:9]1[S:8][C:7]([C:5]([OH:4])=[O:6])=[C:11]([N:12]([C:13]([CH:15]2[CH2:20][CH2:19][CH:18]([CH3:21])[CH2:17][CH2:16]2)=[O:14])[CH:22]2[CH2:23][CH2:24][CH:25]([O:28][C:43]3[CH:48]=[CH:47][CH:46]=[CH:45][N:44]=3)[CH2:26][CH2:27]2)[CH:10]=1, predict the reactants needed to synthesize it. The reactants are: [H-].[Na+].C[O:4][C:5]([C:7]1[S:8][C:9]([C:29]#[C:30][C:31]([CH3:41])([CH3:40])[CH2:32][O:33][CH:34]2[CH2:39][CH2:38][CH2:37][CH2:36][O:35]2)=[CH:10][C:11]=1[N:12]([CH:22]1[CH2:27][CH2:26][CH:25]([OH:28])[CH2:24][CH2:23]1)[C:13]([CH:15]1[CH2:20][CH2:19][CH:18]([CH3:21])[CH2:17][CH2:16]1)=[O:14])=[O:6].F[C:43]1[CH:48]=[CH:47][CH:46]=[CH:45][N:44]=1.O.